Task: Predict the reaction yield, written as a fraction of the theoretical maximum amount of product (1.0 means a 100% yield; for example, 0.34 means a 34% yield).. Dataset: Reaction yield outcomes from USPTO patents with 853,638 reactions (1) The reactants are C[O:2][C:3](=[O:19])[CH2:4][C:5]1[N:6]=[C:7]([CH2:11][CH2:12][C:13]2[CH:18]=[CH:17][CH:16]=[CH:15][CH:14]=2)[O:8][C:9]=1[CH3:10].[OH-].[Na+]. The catalyst is CO. The product is [CH3:10][C:9]1[O:8][C:7]([CH2:11][CH2:12][C:13]2[CH:14]=[CH:15][CH:16]=[CH:17][CH:18]=2)=[N:6][C:5]=1[CH2:4][C:3]([OH:19])=[O:2]. The yield is 0.630. (2) The reactants are [NH2:1][CH2:2][C:3]1[C:4](=[N:9][NH:10][C:11]2[CH:16]=[CH:15][CH:14]=[C:13]([F:17])[CH:12]=2)[C:5]([NH2:8])=[N:6][N:7]=1.CCN(C(C)C)C(C)C.[CH2:27]([S:31](Cl)(=[O:33])=[O:32])[CH2:28][CH2:29][CH3:30]. The catalyst is CN(C=O)C. The product is [NH2:8][C:5]1[C:4](=[N:9][NH:10][C:11]2[CH:16]=[CH:15][CH:14]=[C:13]([F:17])[CH:12]=2)[C:3]([CH2:2][NH:1][S:31]([CH2:27][CH2:28][CH2:29][CH3:30])(=[O:33])=[O:32])=[N:7][N:6]=1. The yield is 0.220. (3) The reactants are [F:1][C:2]([F:18])([F:17])[CH:3]([C:5]1[CH:10]=[CH:9][CH:8]=[CH:7][C:6]=1[C:11]1[CH:15]=[C:14]([CH3:16])[S:13][CH:12]=1)[OH:4].[NH2:19][C:20]1[N:25]=[C:24](Cl)[CH:23]=[C:22]([Cl:27])[N:21]=1.C(=O)([O-])[O-].[Cs+].[Cs+].O1CCOCC1. The catalyst is C(OCC)(=O)C. The product is [Cl:27][C:22]1[CH:23]=[C:24]([O:4][CH:3]([C:5]2[CH:10]=[CH:9][CH:8]=[CH:7][C:6]=2[C:11]2[CH:15]=[C:14]([CH3:16])[S:13][CH:12]=2)[C:2]([F:1])([F:17])[F:18])[N:25]=[C:20]([NH2:19])[N:21]=1. The yield is 0.680. (4) The reactants are [F:1][C:2]([F:28])([F:27])[CH:3]([C:18]1[CH:23]=[C:22]([Cl:24])[C:21]([Cl:25])=[C:20]([Cl:26])[CH:19]=1)/[CH:4]=[CH:5]/[C:6]1[CH:11]=[CH:10][C:9]([CH2:12][NH2:13])=[C:8]([C:14]([F:17])([F:16])[F:15])[CH:7]=1.[N:29]1[CH:34]=[CH:33][CH:32]=[CH:31][C:30]=1[CH:35]=O.[BH4-].[Na+]. The catalyst is CO. The product is [N:29]1[CH:34]=[CH:33][CH:32]=[CH:31][C:30]=1[CH2:35][NH:13][CH2:12][C:9]1[CH:10]=[CH:11][C:6](/[CH:5]=[CH:4]/[CH:3]([C:18]2[CH:19]=[C:20]([Cl:26])[C:21]([Cl:25])=[C:22]([Cl:24])[CH:23]=2)[C:2]([F:1])([F:27])[F:28])=[CH:7][C:8]=1[C:14]([F:16])([F:17])[F:15]. The yield is 0.400. (5) The reactants are [O-:1][S:2]([C:5]([F:8])([F:7])[F:6])(=[O:4])=[O:3].[Cl:9][C:10]1[CH:19]=[C:18]2[C:13]([CH:14]=[CH:15][C:16]([CH3:21])=[N+:17]2[CH3:20])=[CH:12][CH:11]=1.[CH3:22][C:23]1[N:24]([C:31]2[CH:36]=[CH:35][CH:34]=[CH:33][CH:32]=2)[C:25]([CH3:30])=[CH:26][C:27]=1[CH:28]=O. The catalyst is CO.N1CCCCC1. The product is [O-:4][S:2]([C:5]([F:8])([F:7])[F:6])(=[O:3])=[O:1].[Cl:9][C:10]1[CH:19]=[C:18]2[C:13]([CH:14]=[CH:15][C:16](/[CH:21]=[CH:28]/[C:27]3[CH:26]=[C:25]([CH3:30])[N:24]([C:31]4[CH:36]=[CH:35][CH:34]=[CH:33][CH:32]=4)[C:23]=3[CH3:22])=[N+:17]2[CH3:20])=[CH:12][CH:11]=1. The yield is 0.320. (6) The reactants are PP.[CH2:3]=[CH:4][C:5]1[CH:10]=[CH:9][CH:8]=[CH:7][CH:6]=1.[B]1OC2C(=CC=CC=2)[O:12]1. The catalyst is C1COCC1. The product is [C:5]1([C@H:4]([OH:12])[CH3:3])[CH:10]=[CH:9][CH:8]=[CH:7][CH:6]=1. The yield is 0.720.